From a dataset of Full USPTO retrosynthesis dataset with 1.9M reactions from patents (1976-2016). Predict the reactants needed to synthesize the given product. (1) Given the product [F:1][C:2]1[CH:7]=[CH:6][C:5]([CH2:8][CH2:9][N:10]([CH3:24])[S:11]([C:14]2[C:15]3[CH2:22][CH2:21][CH2:20][C:19](=[O:23])[C:16]=3[S:17][CH:18]=2)(=[O:13])=[O:12])=[C:4]([N+:25]([O-:27])=[O:26])[CH:3]=1, predict the reactants needed to synthesize it. The reactants are: [F:1][C:2]1[CH:7]=[CH:6][C:5]([CH2:8][CH2:9][N:10]([CH3:24])[S:11]([C:14]2[C:15]3[CH2:22][CH2:21][CH2:20][C:19](=[O:23])[C:16]=3[S:17][CH:18]=2)(=[O:13])=[O:12])=[CH:4][CH:3]=1.[N+:25]([O-])([O-:27])=[O:26].[K+]. (2) Given the product [Br:1][C:2]1[CH:7]=[CH:6][C:5]([N:8]2[CH2:13][CH:12]3[CH2:14][CH:10]([O:27]3)[CH2:9]2)=[CH:4][CH:3]=1, predict the reactants needed to synthesize it. The reactants are: [Br:1][C:2]1[CH:7]=[CH:6][C:5]([N:8]2[CH2:13][CH:12]3[CH2:14][CH:10](N3C(OC(C)(C)C)=O)[CH2:9]2)=[CH:4][CH:3]=1.C12CC([O:27]1)CNC2.